Dataset: Full USPTO retrosynthesis dataset with 1.9M reactions from patents (1976-2016). Task: Predict the reactants needed to synthesize the given product. Given the product [C:15]([C:2]1[C:7]([CH3:8])=[CH:6][C:5]([S:9]([NH2:12])(=[O:11])=[O:10])=[C:4]([CH3:13])[CH:3]=1)#[N:16], predict the reactants needed to synthesize it. The reactants are: Br[C:2]1[C:7]([CH3:8])=[CH:6][C:5]([S:9]([NH2:12])(=[O:11])=[O:10])=[C:4]([CH3:13])[CH:3]=1.[Cu](C#N)[C:15]#[N:16].